This data is from Catalyst prediction with 721,799 reactions and 888 catalyst types from USPTO. The task is: Predict which catalyst facilitates the given reaction. (1) Reactant: C(OC(=O)[N:7]([CH2:33][CH3:34])[C:8]1[S:9][C:10]([C:13]2[N:18]=[C:17]([NH:19][C:20]3[N:25]=[CH:24][C:23]4[N:26]=[C:27]([CH3:32])[N:28]([CH:29]([CH3:31])[CH3:30])[C:22]=4[CH:21]=3)[CH:16]=[CH:15][N:14]=2)=[CH:11][N:12]=1)(C)(C)C.C(O)(C(F)(F)F)=O. Product: [CH2:33]([NH:7][C:8]1[S:9][C:10]([C:13]2[N:18]=[C:17]([NH:19][C:20]3[N:25]=[CH:24][C:23]4[N:26]=[C:27]([CH3:32])[N:28]([CH:29]([CH3:31])[CH3:30])[C:22]=4[CH:21]=3)[CH:16]=[CH:15][N:14]=2)=[CH:11][N:12]=1)[CH3:34]. The catalyst class is: 4. (2) Reactant: [CH2:1]([NH:8][C:9](=[O:18])[C:10]1[CH:15]=[CH:14][C:13]([NH:16][NH2:17])=[N:12][CH:11]=1)[C:2]1[CH:7]=[CH:6][CH:5]=[CH:4][CH:3]=1.[C:19]([C:21]1[CH:22]=[N:23][N:24]([C:26](=[CH:32]N(C)C)[C:27](OCC)=[O:28])[CH:25]=1)#[N:20].Cl.CCN(C(C)C)C(C)C. Product: [CH2:1]([NH:8][C:9](=[O:18])[C:10]1[CH:15]=[CH:14][C:13]([N:16]2[C:27]([OH:28])=[C:26]([N:24]3[CH:25]=[C:21]([C:19]#[N:20])[CH:22]=[N:23]3)[CH:32]=[N:17]2)=[N:12][CH:11]=1)[C:2]1[CH:3]=[CH:4][CH:5]=[CH:6][CH:7]=1. The catalyst class is: 41. (3) Reactant: [NH2:1][C:2]1[S:3][C:4]2[CH:10]=[CH:9][CH:8]=[C:7]([OH:11])[C:5]=2[N:6]=1.[H-].[Na+].FC(S(O[CH2:22][P:23]([O:28][CH2:29][CH3:30])([O:25][CH2:26][CH3:27])=[O:24])(=O)=O)(F)F. Product: [NH2:1][C:2]1[S:3][C:4]2[CH:10]=[CH:9][CH:8]=[C:7]([O:11][CH2:22][P:23]([O:28][CH2:29][CH3:30])([O:25][CH2:26][CH3:27])=[O:24])[C:5]=2[N:6]=1. The catalyst class is: 3. (4) Reactant: C(N=C=NC1CCCCC1)C1C=CC=CC=1.[CH3:17][O:18][CH2:19][C:20]([OH:22])=O.[Cl:23][C:24]1[CH:25]=[C:26]([CH:29]=[C:30]([O:32][C:33]2[C:34]([CH3:45])=[N:35][NH:36][C:37]=2[CH2:38][N:39]2[CH2:44][CH2:43][NH:42][CH2:41][CH2:40]2)[CH:31]=1)[C:27]#[N:28]. Product: [Cl:23][C:24]1[CH:25]=[C:26]([CH:29]=[C:30]([O:32][C:33]2[C:34]([CH3:45])=[N:35][NH:36][C:37]=2[CH2:38][N:39]2[CH2:40][CH2:41][N:42]([C:20](=[O:22])[CH2:19][O:18][CH3:17])[CH2:43][CH2:44]2)[CH:31]=1)[C:27]#[N:28]. The catalyst class is: 4. (5) Reactant: [CH3:1][NH:2][C:3]1[S:4][CH:5]=[C:6]([C:8]2[CH:17]=[CH:16][C:15]3[C:10](=[CH:11][CH:12]=[CH:13][CH:14]=3)[CH:9]=2)[N:7]=1.[C:18]1(=[O:28])[O:23][C:21](=[O:22])[C:20]2=[CH:24][CH:25]=[CH:26][CH:27]=[C:19]12. Product: [CH:9]1[C:10]2[C:15](=[CH:14][CH:13]=[CH:12][CH:11]=2)[CH:16]=[CH:17][C:8]=1[C:6]1[N:7]=[C:3]([N:2]([CH3:1])[C:21]([C:20]2[CH:24]=[CH:25][CH:26]=[CH:27][C:19]=2[C:18]([OH:23])=[O:28])=[O:22])[S:4][CH:5]=1. The catalyst class is: 17. (6) Reactant: [CH:1]1([C:6]2[C:10]3[CH2:11][N:12](C(OC(C)(C)C)=O)[CH2:13][CH2:14][C:9]=3[NH:8][N:7]=2)[CH2:5][CH2:4][CH2:3][CH2:2]1.Cl.O1CCOCC1.C(OCC)(=O)C. Product: [CH:1]1([C:6]2[C:10]3[CH2:11][NH:12][CH2:13][CH2:14][C:9]=3[NH:8][N:7]=2)[CH2:2][CH2:3][CH2:4][CH2:5]1. The catalyst class is: 12.